From a dataset of Catalyst prediction with 721,799 reactions and 888 catalyst types from USPTO. Predict which catalyst facilitates the given reaction. (1) Reactant: [NH2:1][C:2]1[CH:7]=[C:6]([CH3:8])[CH:5]=[C:4]([CH3:9])[N:3]=1.[CH:10]1([N+:16]#[C-:17])[CH2:15][CH2:14][CH2:13][CH2:12][CH2:11]1.[CH:18](=O)[CH3:19]. Product: [CH:10]1([NH:16][C:17]2[N:3]3[C:4]([CH3:9])=[CH:5][C:6]([CH3:8])=[CH:7][C:2]3=[N:1][C:18]=2[CH3:19])[CH2:15][CH2:14][CH2:13][CH2:12][CH2:11]1. The catalyst class is: 519. (2) Reactant: C([O:4][C@H:5]1[C@H:10]([O:11]C(=O)C)[C@@H:9]([O:15]C(=O)C)[C@H:8]([C:19]2[CH:24]=[CH:23][C:22]([Cl:25])=[C:21]([CH2:26][C:27]3[CH:32]=[CH:31][C:30]([CH2:33][CH:34]=[N:35][O:36][CH3:37])=[CH:29][CH:28]=3)[CH:20]=2)[O:7][C@@H:6]1[CH2:38][O:39]C(=O)C)(=O)C.O.[OH-].[Li+]. Product: [CH3:37][O:36][N:35]=[CH:34][CH2:33][C:30]1[CH:29]=[CH:28][C:27]([CH2:26][C:21]2[CH:20]=[C:19]([C@H:8]3[C@H:9]([OH:15])[C@@H:10]([OH:11])[C@H:5]([OH:4])[C@@H:6]([CH2:38][OH:39])[O:7]3)[CH:24]=[CH:23][C:22]=2[Cl:25])=[CH:32][CH:31]=1. The catalyst class is: 87.